Dataset: Full USPTO retrosynthesis dataset with 1.9M reactions from patents (1976-2016). Task: Predict the reactants needed to synthesize the given product. The reactants are: [CH3:1][N:2]1[CH2:7][CH2:6][N:5]([CH:8]2[CH2:13][CH2:12][N:11]([C:14]3[CH:19]=[CH:18][C:17]([C:20]#[C:21][Si](C)(C)C)=[CH:16][CH:15]=3)[CH2:10][CH2:9]2)[CH2:4][CH2:3]1.C(=O)([O-])[O-].[K+].[K+]. Given the product [C:20]([C:17]1[CH:18]=[CH:19][C:14]([N:11]2[CH2:12][CH2:13][CH:8]([N:5]3[CH2:6][CH2:7][N:2]([CH3:1])[CH2:3][CH2:4]3)[CH2:9][CH2:10]2)=[CH:15][CH:16]=1)#[CH:21], predict the reactants needed to synthesize it.